Dataset: Reaction yield outcomes from USPTO patents with 853,638 reactions. Task: Predict the reaction yield, written as a fraction of the theoretical maximum amount of product (1.0 means a 100% yield; for example, 0.34 means a 34% yield). (1) The reactants are [O:1]1[CH:5]=[CH:4][CH:3]=[C:2]1[C:6]1[O:7][C:8]([CH3:46])=[C:9]([CH2:11][O:12][C:13]2[CH:43]=[CH:42][C:16]([CH2:17][O:18][C:19]3[C:23](/[CH:24]=[CH:25]/[C:26]4[S:27][CH:28]=[C:29]([C:31]([O:33]CC)=[O:32])[N:30]=4)=[CH:22][N:21]([C:36]4[CH:41]=[CH:40][CH:39]=[CH:38][CH:37]=4)[N:20]=3)=[CH:15][C:14]=2[O:44][CH3:45])[N:10]=1.O1CCCC1.[OH-].[Na+].Cl. The catalyst is O.C(O)C. The product is [O:1]1[CH:5]=[CH:4][CH:3]=[C:2]1[C:6]1[O:7][C:8]([CH3:46])=[C:9]([CH2:11][O:12][C:13]2[CH:43]=[CH:42][C:16]([CH2:17][O:18][C:19]3[C:23](/[CH:24]=[CH:25]/[C:26]4[S:27][CH:28]=[C:29]([C:31]([OH:33])=[O:32])[N:30]=4)=[CH:22][N:21]([C:36]4[CH:37]=[CH:38][CH:39]=[CH:40][CH:41]=4)[N:20]=3)=[CH:15][C:14]=2[O:44][CH3:45])[N:10]=1. The yield is 0.670. (2) The reactants are [C:1]1([OH:7])[CH:6]=[CH:5][CH:4]=[CH:3][CH:2]=1.[H-].[Na+].[O:10]1[CH2:12][C@@H:11]1[CH2:13]OS(C1C=CC=C([N+]([O-])=O)C=1)(=O)=O. The catalyst is CN(C)C=O. The product is [O:7]([CH2:13][C@H:11]1[CH2:12][O:10]1)[C:1]1[CH:6]=[CH:5][CH:4]=[CH:3][CH:2]=1. The yield is 0.811. (3) The reactants are [N:1]1([C:8]2[C:9]([O:18][CH3:19])=[CH:10][CH:11]=[C:12]3[C:17]=2[N:16]=[CH:15][CH:14]=[CH:13]3)[CH2:7][CH2:6][CH2:5][NH:4][CH2:3][CH2:2]1.[OH:20][CH:21]1[CH2:26][CH2:25][N:24]([C:27]2[S:28][CH:29]=[C:30]([CH:32]=O)[N:31]=2)[CH2:23][CH2:22]1.C([Si]([O:41][C:42]([O:44][CH3:45])=[CH2:43])(C)C)(C)(C)C.C([O-])(O)=O.[Na+].[OH-].[Na+]. The product is [CH3:45][O:44][C:42](=[O:41])[CH2:43][CH:32]([C:30]1[N:31]=[C:27]([N:24]2[CH2:23][CH2:22][CH:21]([OH:20])[CH2:26][CH2:25]2)[S:28][CH:29]=1)[N:4]1[CH2:5][CH2:6][CH2:7][N:1]([C:8]2[C:9]([O:18][CH3:19])=[CH:10][CH:11]=[C:12]3[C:17]=2[N:16]=[CH:15][CH:14]=[CH:13]3)[CH2:2][CH2:3]1. The catalyst is C(Cl)Cl.ClCCCl. The yield is 0.380. (4) The reactants are [C:1]([C:3]1[N:7]([CH:8]2[CH2:13][CH2:12][N:11]([C:14]([O:16][CH:17]([CH3:19])[CH3:18])=[O:15])[CH2:10][CH2:9]2)[N:6]=[CH:5][C:4]=1[CH2:20][OH:21])#[N:2].C(N(CC)CC)C.[CH3:29][S:30](O[S:30]([CH3:29])(=[O:32])=[O:31])(=[O:32])=[O:31]. The catalyst is ClCCl. The product is [C:1]([C:3]1[N:7]([CH:8]2[CH2:13][CH2:12][N:11]([C:14]([O:16][CH:17]([CH3:19])[CH3:18])=[O:15])[CH2:10][CH2:9]2)[N:6]=[CH:5][C:4]=1[CH2:20][O:21][S:30]([CH3:29])(=[O:32])=[O:31])#[N:2]. The yield is 1.00. (5) The reactants are Cl.[CH3:2][S:3]([C:6]1[CH:7]=[C:8]([CH:10]=[CH:11][CH:12]=1)[NH2:9])(=[O:5])=[O:4].C(=O)([O-])[O-].[Ca+2].[C:18](Cl)(Cl)=[S:19]. The catalyst is C(Cl)Cl.O. The product is [N:9]([C:8]1[CH:10]=[CH:11][CH:12]=[C:6]([S:3]([CH3:2])(=[O:4])=[O:5])[CH:7]=1)=[C:18]=[S:19]. The yield is 0.910. (6) The reactants are [CH3:1][N:2]([CH3:33])[C:3]1([C:27]2[CH:32]=[CH:31][CH:30]=[CH:29][CH:28]=2)[CH2:8][CH2:7][CH:6]([CH2:9][C:10]([NH:12][CH2:13][CH2:14][CH2:15][CH2:16][CH2:17][C:18]2[C:26]3[C:21](=[CH:22][CH:23]=[CH:24][CH:25]=3)[NH:20][CH:19]=2)=[O:11])[CH2:5][CH2:4]1.[Cl:34][Si](C)(C)C.CCOCC. The catalyst is CC(CC)=O. The product is [ClH:34].[CH3:33][N:2]([CH3:1])[C:3]1([C:27]2[CH:28]=[CH:29][CH:30]=[CH:31][CH:32]=2)[CH2:8][CH2:7][CH:6]([CH2:9][C:10]([NH:12][CH2:13][CH2:14][CH2:15][CH2:16][CH2:17][C:18]2[C:26]3[C:21](=[CH:22][CH:23]=[CH:24][CH:25]=3)[NH:20][CH:19]=2)=[O:11])[CH2:5][CH2:4]1. The yield is 0.900. (7) The reactants are [NH:1]1[C:9]2[C:4](=[CH:5][CH:6]=[CH:7][CH:8]=2)[CH:3]=[C:2]1[C:10](O)=[O:11].[H-].[H-].[H-].[H-].[Li+].[Al+3]. The catalyst is C1COCC1. The product is [OH:11][CH2:10][C:2]1[NH:1][C:9]2[C:4]([CH:3]=1)=[CH:5][CH:6]=[CH:7][CH:8]=2. The yield is 0.810. (8) The reactants are [OH-].[Na+].[CH3:3][O:4][C:5]1[CH:6]=[C:7]([CH:25]=[CH:26][C:27]=1[N+:28]([O-:30])=[O:29])[C:8]([C:10]1[N:18]2[C:13]([CH:14]=[CH:15][CH:16]=[CH:17]2)=[C:12]([C:19]([O:21]CC)=[O:20])[C:11]=1[CH3:24])=[O:9].CC1C(C(OCC)=O)=C2N(C=1)C=CC=C2. The catalyst is O1CCOCC1. The product is [CH3:3][O:4][C:5]1[CH:6]=[C:7]([CH:25]=[CH:26][C:27]=1[N+:28]([O-:30])=[O:29])[C:8]([C:10]1[N:18]2[C:13]([CH:14]=[CH:15][CH:16]=[CH:17]2)=[C:12]([C:19]([OH:21])=[O:20])[C:11]=1[CH3:24])=[O:9]. The yield is 1.00. (9) The reactants are [Cl:1][C:2]1[C:7]([Cl:8])=[CH:6][CH:5]=[CH:4][C:3]=1[N:9]1[CH2:14][CH2:13][N:12]([CH2:15][CH2:16][CH2:17][CH:18]=[CH:19][C:20]2[CH:21]=[CH:22][C:23]3[O:24][CH2:25][C:26](=[O:30])[NH:27][C:28]=3[N:29]=2)[CH2:11][CH2:10]1.C(OCC)(=O)C. The catalyst is C1COCC1.[Ni]. The product is [Cl:1][C:2]1[C:7]([Cl:8])=[CH:6][CH:5]=[CH:4][C:3]=1[N:9]1[CH2:14][CH2:13][N:12]([CH2:15][CH2:16][CH2:17][CH2:18][CH2:19][C:20]2[CH:21]=[CH:22][C:23]3[O:24][CH2:25][C:26](=[O:30])[NH:27][C:28]=3[N:29]=2)[CH2:11][CH2:10]1. The yield is 0.830.